The task is: Predict the product of the given reaction.. This data is from Forward reaction prediction with 1.9M reactions from USPTO patents (1976-2016). (1) The product is: [CH3:26][C:27]1[CH:28]=[C:29]([N:33]2[CH2:38][CH2:37][N:36]([C:10]3[N:9]([C:5]4[CH:6]=[CH:7][CH:8]=[C:3]([C:2]([F:24])([F:1])[F:25])[CH:4]=4)[CH:18]([CH2:19][C:20]([O:22][CH3:23])=[O:21])[C:17]4[CH:16]=[CH:15][N:14]=[CH:13][C:12]=4[N:11]=3)[CH2:35][CH2:34]2)[CH:30]=[CH:31][CH:32]=1. Given the reactants [F:1][C:2]([F:25])([F:24])[C:3]1[CH:4]=[C:5]([N:9]=[C:10]=[N:11][C:12]2[CH:13]=[N:14][CH:15]=[CH:16][C:17]=2/[CH:18]=[CH:19]/[C:20]([O:22][CH3:23])=[O:21])[CH:6]=[CH:7][CH:8]=1.[CH3:26][C:27]1[CH:28]=[C:29]([N:33]2[CH2:38][CH2:37][NH:36][CH2:35][CH2:34]2)[CH:30]=[CH:31][CH:32]=1, predict the reaction product. (2) Given the reactants [Cl:1][C:2]1[CH:3]=[C:4]([NH:15][C:16]2[C:25]3[C:20](=[CH:21][C:22](F)=[C:23]([O:26][CH3:27])[CH:24]=3)[N:19]=[CH:18][C:17]=2[C:29]#[N:30])[CH:5]=[CH:6][C:7]=1[S:8][C:9]1[N:10]([CH3:14])[CH:11]=[CH:12][N:13]=1.[CH3:31][N:32]1[CH2:36][CH2:35][CH2:34][C:33]1=O, predict the reaction product. The product is: [Cl:1][C:2]1[CH:3]=[C:4]([NH:15][C:16]2[C:25]3[C:20](=[CH:21][C:22]([N:10]4[CH2:34][CH2:35][CH:36]([N:32]5[CH2:31][CH2:27][O:26][CH2:23][CH2:33]5)[CH2:12][CH2:11]4)=[C:23]([O:26][CH3:27])[CH:24]=3)[N:19]=[CH:18][C:17]=2[C:29]#[N:30])[CH:5]=[CH:6][C:7]=1[S:8][C:9]1[N:10]([CH3:14])[CH:11]=[CH:12][N:13]=1. (3) Given the reactants [NH2:1][C@H:2]1[CH2:7][CH2:6][C@H:5]([NH:8][C:9]2[CH:14]=[C:13]([C:15]3[CH:20]=[CH:19][CH:18]=[C:17]([NH:21][CH2:22][C:23]4([C:26]#[N:27])[CH2:25][CH2:24]4)[N:16]=3)[C:12]([F:28])=[CH:11][N:10]=2)[CH2:4][CH2:3]1.[CH3:29][O:30][CH2:31][C:32](=O)[CH3:33].C(O)(=O)C, predict the reaction product. The product is: [F:28][C:12]1[C:13]([C:15]2[CH:20]=[CH:19][CH:18]=[C:17]([NH:21][CH2:22][C:23]3([C:26]#[N:27])[CH2:25][CH2:24]3)[N:16]=2)=[CH:14][C:9]([NH:8][C@H:5]2[CH2:6][CH2:7][C@H:2]([NH:1][CH:32]([CH3:33])[CH2:31][O:30][CH3:29])[CH2:3][CH2:4]2)=[N:10][CH:11]=1.